Dataset: M1 muscarinic receptor agonist screen with 61,833 compounds. Task: Binary Classification. Given a drug SMILES string, predict its activity (active/inactive) in a high-throughput screening assay against a specified biological target. (1) The molecule is s1c(N2CCc3c2cccc3)nc(c1)C. The result is 0 (inactive). (2) The compound is O1CC(CC1=O)C(=O)c1ccc(cc1)C. The result is 0 (inactive). (3) The compound is O(C(=O)C1CN(CCC1)Cc1cc(OC)c(O)c(OC)c1)CC. The result is 1 (active). (4) The drug is O=C1CC(CC=2NC(=C(C(C12)c1ccc(N(C)C)cc1)C(OCCC)=O)C)(C)C. The result is 0 (inactive). (5) The drug is s1c2c(n3c(c(=O)n(nc3C)CCCC(=O)N3CC(CCC3)C(OCC)=O)c2)cc1. The result is 1 (active). (6) The molecule is Clc1ccc(c2n(nnc2)c2cc(N)ccc2)cc1. The result is 0 (inactive). (7) The drug is Brc1cc2CC(N(c2c(S(=O)(=O)NCc2cc3OCOc3cc2)c1)C(=O)C)C. The result is 0 (inactive). (8) The molecule is O=c1n(C(CC)C)cnc2n(CCCC)c3nc4c(nc3c12)cccc4. The result is 0 (inactive). (9) The drug is O1CCN(CC1)C(=O)Cn1nc(nn1)c1c(NC(=O)CC(C)C)cccc1. The result is 0 (inactive).